Dataset: CYP2C9 inhibition data for predicting drug metabolism from PubChem BioAssay. Task: Regression/Classification. Given a drug SMILES string, predict its absorption, distribution, metabolism, or excretion properties. Task type varies by dataset: regression for continuous measurements (e.g., permeability, clearance, half-life) or binary classification for categorical outcomes (e.g., BBB penetration, CYP inhibition). Dataset: cyp2c9_veith. The drug is COCCCNC(=O)CCC(=O)Nc1ccc2nc(N3CCOCC3)cc(C)c2c1. The result is 0 (non-inhibitor).